This data is from Full USPTO retrosynthesis dataset with 1.9M reactions from patents (1976-2016). The task is: Predict the reactants needed to synthesize the given product. (1) Given the product [CH2:49]([N:47]1[CH2:48][CH2:43][CH:44]=[C:45]([C:2]2[C:3](=[O:41])[NH:4][C:5]3[C:10]([CH:11]=2)=[CH:9][C:8]2[C:12]([C:34]4[CH:39]=[CH:38][N:37]=[C:36]([CH3:40])[CH:35]=4)=[N:13][N:14]([C:15]([C:22]4[CH:27]=[CH:26][CH:25]=[CH:24][CH:23]=4)([C:16]4[CH:17]=[CH:18][CH:19]=[CH:20][CH:21]=4)[C:28]4[CH:33]=[CH:32][CH:31]=[CH:30][CH:29]=4)[C:7]=2[CH:6]=3)[CH2:46]1)[C:50]1[CH:55]=[CH:54][CH:53]=[CH:52][CH:51]=1, predict the reactants needed to synthesize it. The reactants are: Br[C:2]1[C:3](=[O:41])[NH:4][C:5]2[C:10]([CH:11]=1)=[CH:9][C:8]1[C:12]([C:34]3[CH:39]=[CH:38][N:37]=[C:36]([CH3:40])[CH:35]=3)=[N:13][N:14]([C:15]([C:28]3[CH:33]=[CH:32][CH:31]=[CH:30][CH:29]=3)([C:22]3[CH:27]=[CH:26][CH:25]=[CH:24][CH:23]=3)[C:16]3[CH:21]=[CH:20][CH:19]=[CH:18][CH:17]=3)[C:7]=1[CH:6]=2.B(O)(O)[C:43]1[CH2:48][N:47]([CH2:49][C:50]2[CH:55]=[CH:54][CH:53]=[CH:52][CH:51]=2)[CH2:46][CH2:45][CH:44]=1.C([O-])([O-])=O.[K+].[K+]. (2) Given the product [NH2:41][C:42]1([C:46]2[CH:47]=[CH:48][C:49]([C:52]3[C:53]([C:71]4[CH:72]=[CH:73][CH:74]=[CH:75][CH:76]=4)=[CH:54][C:55]4[N:60]5[C:61](=[O:69])[N:62]([CH2:64][C:65]([F:66])([F:67])[F:68])[N:63]=[C:59]5[CH2:58][O:57][C:56]=4[N:70]=3)=[CH:50][CH:51]=2)[CH2:43][CH2:44][CH2:45]1, predict the reactants needed to synthesize it. The reactants are: N1C=CN=C1CN1C(=O)COC2N=C(C3C=CC(C4(N)CCC4)=CC=3)C(C3C=CC=CC=3)=CC1=2.C(OC(=O)[NH:41][C:42]1([C:46]2[CH:51]=[CH:50][C:49]([C:52]3[C:53]([C:71]4[CH:76]=[CH:75][CH:74]=[CH:73][CH:72]=4)=[CH:54][C:55]4[N:60]5[C:61](=[O:69])[N:62]([CH2:64][C:65]([F:68])([F:67])[F:66])[N:63]=[C:59]5[CH2:58][O:57][C:56]=4[N:70]=3)=[CH:48][CH:47]=2)[CH2:45][CH2:44][CH2:43]1)(C)(C)C. (3) Given the product [CH2:15]([N:12]1[C:13]2[C:9](=[CH:8][CH:7]=[C:6]([CH2:4][OH:3])[CH:14]=2)[C:10]([C:25]([NH:26][CH2:27][C:28]2[CH:33]=[CH:32][C:31]([F:34])=[C:30]([F:35])[CH:29]=2)=[O:36])=[C:11]1[CH:22]([CH3:24])[CH3:23])[C:16]1[CH:21]=[CH:20][CH:19]=[CH:18][CH:17]=1, predict the reactants needed to synthesize it. The reactants are: C([O:3][C:4]([C:6]1[CH:14]=[C:13]2[C:9]([C:10]([C:25](=[O:36])[NH:26][CH2:27][C:28]3[CH:33]=[CH:32][C:31]([F:34])=[C:30]([F:35])[CH:29]=3)=[C:11]([CH:22]([CH3:24])[CH3:23])[N:12]2[CH2:15][C:16]2[CH:21]=[CH:20][CH:19]=[CH:18][CH:17]=2)=[CH:8][CH:7]=1)=O)C.CC(C[Al]CC(C)C)C. (4) Given the product [OH:3][C:4]1[CH:5]=[C:6]([C@H:11]([N:17]2[C:25](=[O:26])[C:24]3[C:19](=[CH:20][CH:21]=[CH:22][C:23]=3[NH:27][C:28](=[O:30])[CH3:29])[C:18]2=[O:31])[CH2:12][S:13]([CH3:16])(=[O:14])=[O:15])[CH:7]=[CH:8][C:9]=1[OH:10], predict the reactants needed to synthesize it. The reactants are: C([O:3][C:4]1[CH:5]=[C:6]([C@H:11]([N:17]2[C:25](=[O:26])[C:24]3[C:19](=[CH:20][CH:21]=[CH:22][C:23]=3[NH:27][C:28](=[O:30])[CH3:29])[C:18]2=[O:31])[CH2:12][S:13]([CH3:16])(=[O:15])=[O:14])[CH:7]=[CH:8][C:9]=1[OH:10])C.[Al+3].[Cl-].[Cl-].[Cl-].